Dataset: Catalyst prediction with 721,799 reactions and 888 catalyst types from USPTO. Task: Predict which catalyst facilitates the given reaction. (1) Reactant: [CH3:1][C:2]1[CH:7]=[CH:6][N:5]=[CH:4][C:3]=1[N:8]1[CH2:12][CH2:11][NH:10][C:9]1=[O:13].Br[C:15]1[CH:20]=[CH:19][C:18]([F:21])=[C:17]([C:22]([F:25])([F:24])[F:23])[CH:16]=1.N[C@@H]1CCCC[C@H]1N.P([O-])([O-])([O-])=O.[K+].[K+].[K+]. Product: [F:21][C:18]1[CH:19]=[CH:20][C:15]([N:10]2[CH2:11][CH2:12][N:8]([C:3]3[CH:4]=[N:5][CH:6]=[CH:7][C:2]=3[CH3:1])[C:9]2=[O:13])=[CH:16][C:17]=1[C:22]([F:23])([F:24])[F:25]. The catalyst class is: 246. (2) Reactant: Br[C:2]1[CH:7]=[CH:6][C:5]([N:8]2[CH:12]=[CH:11][CH:10]=[N:9]2)=[CH:4][C:3]=1[CH3:13].[B:14]1([B:14]2[O:18][C:17]([CH3:20])([CH3:19])[C:16]([CH3:22])([CH3:21])[O:15]2)[O:18][C:17]([CH3:20])([CH3:19])[C:16]([CH3:22])([CH3:21])[O:15]1.C([O-])(=O)C.[K+]. Product: [CH3:13][C:3]1[CH:4]=[C:5]([N:8]2[CH:12]=[CH:11][CH:10]=[N:9]2)[CH:6]=[CH:7][C:2]=1[B:14]1[O:18][C:17]([CH3:20])([CH3:19])[C:16]([CH3:22])([CH3:21])[O:15]1. The catalyst class is: 140. (3) Reactant: Cl.[OH:2][C@@H:3]1[CH2:8][CH2:7][CH2:6][NH:5][CH2:4]1.C(=O)([O-])O.[Na+].[C:14](O[C:14]([O:16][C:17]([CH3:20])([CH3:19])[CH3:18])=[O:15])([O:16][C:17]([CH3:20])([CH3:19])[CH3:18])=[O:15]. Product: [C:17]([O:16][C:14]([N:5]1[CH2:6][CH2:7][CH2:8][C@@H:3]([OH:2])[CH2:4]1)=[O:15])([CH3:20])([CH3:19])[CH3:18]. The catalyst class is: 127. (4) Reactant: [Cl:1][C:2]1[C:3]([O:12][C:13]2[CH:18]=[C:17]([OH:19])[CH:16]=[CH:15][C:14]=2/[CH:20]=[CH:21]/[C:22]([O:24][CH2:25][CH3:26])=[O:23])=[N:4][CH:5]=[C:6]([C:8]([F:11])([F:10])[F:9])[CH:7]=1.[CH2:27]([O:29][CH2:30][CH:31](O)[CH2:32][O:33][CH2:34][CH3:35])[CH3:28].C(P(CCCC)CCCC)CCC.N(C(N1CCCCC1)=O)=NC(N1CCCCC1)=O. Product: [Cl:1][C:2]1[C:3]([O:12][C:13]2[CH:18]=[C:17]([O:19][CH:31]([CH2:32][O:33][CH2:34][CH3:35])[CH2:30][O:29][CH2:27][CH3:28])[CH:16]=[CH:15][C:14]=2/[CH:20]=[CH:21]/[C:22]([O:24][CH2:25][CH3:26])=[O:23])=[N:4][CH:5]=[C:6]([C:8]([F:9])([F:11])[F:10])[CH:7]=1. The catalyst class is: 7. (5) Reactant: [N:1]1[C:6]2[NH:7][CH:8]=[CH:9][C:5]=2[C:4]([N:10]2[CH2:15][CH2:14][CH:13]([NH2:16])[CH2:12][CH2:11]2)=[N:3][CH:2]=1.[N:17]1[CH:22]=[CH:21][CH:20]=[C:19]([C:23](O)=[O:24])[CH:18]=1.CN(C(ON1N=NC2C=CC=NC1=2)=[N+](C)C)C.F[P-](F)(F)(F)(F)F.C1C=NC2N(O)N=NC=2C=1.CCN(C(C)C)C(C)C. Product: [NH:1]1[C:6]2=[N:7][CH:8]=[CH:9][C:5]2=[C:4]([N:10]2[CH2:11][CH2:12][CH:13]([NH:16][C:23]([C:19]3[CH:18]=[N:17][CH:22]=[CH:21][CH:20]=3)=[O:24])[CH2:14][CH2:15]2)[N:3]=[CH:2]1. The catalyst class is: 3. (6) Reactant: [N+:1]([C:4]1[CH:5]=[C:6]([C:12]2[O:13][C:14]3[CH:20]=[CH:19][C:18]([C:21]4[O:22][C:23]5[CH:29]=[CH:28][CH:27]=[CH:26][C:24]=5[CH:25]=4)=[CH:17][C:15]=3[N:16]=2)[CH:7]=[CH:8][C:9]=1[O:10][CH3:11])([O-])=O. Product: [NH2:1][C:4]1[CH:5]=[C:6]([C:12]2[O:13][C:14]3[CH:20]=[CH:19][C:18]([C:21]4[O:22][C:23]5[CH:29]=[CH:28][CH:27]=[CH:26][C:24]=5[CH:25]=4)=[CH:17][C:15]=3[N:16]=2)[CH:7]=[CH:8][C:9]=1[O:10][CH3:11]. The catalyst class is: 505. (7) Reactant: [S:1]1[CH:6]=[CH:5][C:4](=[O:7])[CH2:3][CH2:2]1.C(N(CC)CC)C.FC(F)(F)S(O[Si:21]([C:24]([CH3:27])([CH3:26])[CH3:25])([CH3:23])[CH3:22])(=O)=O. Product: [O:7]([C:4]1[CH:3]=[CH:2][S:1][CH2:6][CH:5]=1)[Si:21]([C:24]([CH3:27])([CH3:26])[CH3:25])([CH3:23])[CH3:22]. The catalyst class is: 2. (8) Product: [N:4]1[C:3]([CH2:2][N:17]([CH3:18])[CH2:16][C:15]([O:14][CH3:13])=[O:19])=[CH:11][N:6]2[CH:7]=[CH:8][CH:9]=[CH:10][C:5]=12. The catalyst class is: 9. Reactant: Cl[CH2:2][C:3]1[N:4]=[C:5]2[CH:10]=[CH:9][CH:8]=[CH:7][N:6]2[CH:11]=1.Cl.[CH3:13][O:14][C:15](=[O:19])[CH2:16][NH:17][CH3:18].C(N(CC)CC)C.[Na+].[Cl-].